From a dataset of Full USPTO retrosynthesis dataset with 1.9M reactions from patents (1976-2016). Predict the reactants needed to synthesize the given product. (1) Given the product [Cl:1][C:2]1[CH:3]=[C:4]([C:8]([Cl:11])=[CH:9][N:10]=1)[C:5]([NH:43][C:44]1[CH:66]=[CH:65][C:47]2[CH2:48][CH2:49][C:50]3[C:51]([C:62]([NH2:64])=[O:63])=[N:52][N:53]([C:55]4[CH:56]=[CH:57][C:58]([F:61])=[CH:59][CH:60]=4)[C:54]=3[C:46]=2[CH:45]=1)=[O:7], predict the reactants needed to synthesize it. The reactants are: [Cl:1][C:2]1[CH:3]=[C:4]([C:8]([Cl:11])=[CH:9][N:10]=1)[C:5]([OH:7])=O.CN(C(ON1N=NC2C=CC=NC1=2)=[N+](C)C)C.F[P-](F)(F)(F)(F)F.CCN(CC)CC.[NH2:43][C:44]1[CH:66]=[CH:65][C:47]2[CH2:48][CH2:49][C:50]3[C:51]([C:62]([NH2:64])=[O:63])=[N:52][N:53]([C:55]4[CH:60]=[CH:59][C:58]([F:61])=[CH:57][CH:56]=4)[C:54]=3[C:46]=2[CH:45]=1.CC1C(C(O)=O)=CN=C(Cl)C=1. (2) Given the product [CH:27]1([C:24]2[N:23]=[C:22]([C:14]3[C:15]4[CH2:21][CH2:20][CH2:19][CH2:18][C:16]=4[S:17][C:13]=3[NH:12][C:11]([N:7]3[CH2:8][CH2:9][CH2:10][CH:6]3[CH2:5][C:4]([OH:31])=[O:3])=[O:30])[O:26][N:25]=2)[CH2:28][CH2:29]1, predict the reactants needed to synthesize it. The reactants are: C([O:3][C:4](=[O:31])[CH2:5][CH:6]1[CH2:10][CH2:9][CH2:8][N:7]1[C:11](=[O:30])[NH:12][C:13]1[S:17][C:16]2[CH2:18][CH2:19][CH2:20][CH2:21][C:15]=2[C:14]=1[C:22]1[O:26][N:25]=[C:24]([CH:27]2[CH2:29][CH2:28]2)[N:23]=1)C.[OH-].[Na+]. (3) Given the product [Br:23][CH:9]([C:6]1[N:5]=[CH:4][N:3]=[C:2]([Cl:1])[C:7]=1[F:8])[CH3:10], predict the reactants needed to synthesize it. The reactants are: [Cl:1][C:2]1[C:7]([F:8])=[C:6]([CH2:9][CH3:10])[N:5]=[CH:4][N:3]=1.N(C(C)(C)C#N)=NC(C)(C)C#N.[Br:23]N1C(=O)CCC1=O.S(S([O-])=O)([O-])(=O)=O.[Na+].[Na+]. (4) Given the product [C:12](=[O:13])([O:10][C:3]1[CH:4]=[CH:5][C:6]([N+:7]([O-:9])=[O:8])=[CH:1][CH:2]=1)[O:14][CH2:15][Cl:16], predict the reactants needed to synthesize it. The reactants are: [CH:1]1[C:6]([N+:7]([O-:9])=[O:8])=[CH:5][CH:4]=[C:3]([OH:10])[CH:2]=1.Cl[C:12]([O:14][CH2:15][Cl:16])=[O:13].C(N(CC)CC)C. (5) Given the product [CH2:14]([NH:11][C:12]([NH:10][CH:4]1[CH:5]2[CH2:8][CH2:9][N:2]([CH2:7][CH2:6]2)[CH2:3]1)=[O:13])[C:15]1[CH:20]=[CH:19][CH:18]=[CH:17][CH:16]=1, predict the reactants needed to synthesize it. The reactants are: Cl.[N:2]12[CH2:9][CH2:8][CH:5]([CH2:6][CH2:7]1)[CH:4]([NH2:10])[CH2:3]2.[N:11]([CH2:14][C:15]1[CH:20]=[CH:19][CH:18]=[CH:17][CH:16]=1)=[C:12]=[O:13]. (6) Given the product [CH3:34][O:35][C:36]1[C:47]2=[C:48]3[N:43]([CH2:44][CH2:45][CH2:46]2)[CH2:42][CH2:41][CH2:40][C:39]3=[CH:38][C:37]=1[CH:49]=[CH:14][C:9]1[S:13][CH:12]=[CH:11][CH:10]=1, predict the reactants needed to synthesize it. The reactants are: C1([Li])C=CC=CC=1.[Cl-].[C:9]1([CH2:14][P+](C2C=CC=CC=2)(C2C=CC=CC=2)C2C=CC=CC=2)[S:13][CH:12]=[CH:11][CH:10]=1.[CH3:34][O:35][C:36]1[C:47]2=[C:48]3[N:43]([CH2:44][CH2:45][CH2:46]2)[CH2:42][CH2:41][CH2:40][C:39]3=[CH:38][C:37]=1[CH:49]=O.O.